Predict the reactants needed to synthesize the given product. From a dataset of Retrosynthesis with 50K atom-mapped reactions and 10 reaction types from USPTO. (1) The reactants are: CC(C)(C)[Si](C)(C)OC[C@H]1CO[C@H](c2ccncc2NC(=O)c2ccc(F)c(-c3c(F)cccc3F)n2)OC1. Given the product O=C(Nc1cnccc1[C@H]1OC[C@H](CO)CO1)c1ccc(F)c(-c2c(F)cccc2F)n1, predict the reactants needed to synthesize it. (2) Given the product Cc1cc(C2CC2)cnc1N1CCN(C(=O)c2ccc(N3C(=O)NCC3C)nc2)CC1, predict the reactants needed to synthesize it. The reactants are: COc1ccc(CN2CC(C)N(c3ccc(C(=O)N4CCN(c5ncc(C6CC6)cc5C)CC4)cn3)C2=O)cc1. (3) Given the product CCOC(=O)c1ccc(C=O)cc1, predict the reactants needed to synthesize it. The reactants are: CCI.O=Cc1ccc(C(=O)O)cc1. (4) Given the product C[C@H](Oc1cccc2ncnc(Nc3ccc4c(cnn4Cc4cccc(F)c4)c3)c12)C(=O)N1CCCC1, predict the reactants needed to synthesize it. The reactants are: C1CCNC1.COC(=O)[C@H](C)Oc1cccc2ncnc(Nc3ccc4c(cnn4Cc4cccc(F)c4)c3)c12. (5) Given the product CCCNC(=O)c1nnc2c(-c3c(F)cccc3OC)c(F)ccc2c1N, predict the reactants needed to synthesize it. The reactants are: CCCNC(=O)c1nnc2c(Br)c(F)ccc2c1N.COc1cccc(F)c1B(O)O. (6) Given the product O=[N+]([O-])c1cccnc1N1CCC(=Cc2cn(-c3ccccc3)nn2)CC1, predict the reactants needed to synthesize it. The reactants are: C#CC=C1CCN(c2ncccc2[N+](=O)[O-])CC1.C[Si](C)(C)N=[N+]=[N-].Nc1ccccc1. (7) Given the product COC(=O)C(C)c1ccc(-c2ccc(-c3nc(C(N)=O)c(C)nc3C)cc2F)c(Cl)c1, predict the reactants needed to synthesize it. The reactants are: COC(=O)C(C)c1ccc(B2OC(C)(C)C(C)(C)O2)c(Cl)c1.Cc1nc(C)c(-c2ccc(OS(=O)(=O)C(F)(F)F)c(F)c2)nc1C(N)=O. (8) Given the product CCc1cccc(-c2ccccc2CNS(=O)(=O)c2ccccc2OC)c1, predict the reactants needed to synthesize it. The reactants are: CCc1cccc(B(O)O)c1.COc1ccccc1S(=O)(=O)NCc1ccccc1Br.